Dataset: Forward reaction prediction with 1.9M reactions from USPTO patents (1976-2016). Task: Predict the product of the given reaction. (1) Given the reactants C(P([C:16]12[CH2:25][CH:20]3[CH2:21][CH:22]([CH2:24][CH:18](C3)C1)[CH2:23]2)[C:22]12[CH2:24][CH:18]3C[CH:16]([CH2:25][CH:20](C3)[CH2:21]1)[CH2:23]2)CCC.C([B-](F)(F)F)C1C=CC=CC=1.[K+].C(=O)([O-])[O-].[Cs+].[Cs+].BrC1[N:53]([CH2:54][C:55]2[CH:60]=[CH:59][C:58]([C:61]([F:64])([F:63])[F:62])=[CH:57][CH:56]=2)[C:52]2[C:47](=[N:48][C:49]([C:72]#[N:73])=[N:50][C:51]=2[NH:65][C@@H:66]([CH:68]2[CH2:71][CH2:70][CH2:69]2)[CH3:67])[N:46]=1, predict the reaction product. The product is: [CH2:24]([C:18]1[N:53]([CH2:54][C:55]2[CH:60]=[CH:59][C:58]([C:61]([F:64])([F:62])[F:63])=[CH:57][CH:56]=2)[C:52]2[C:47](=[N:48][C:49]([C:72]#[N:73])=[N:50][C:51]=2[NH:65][C@@H:66]([CH:68]2[CH2:69][CH2:70][CH2:71]2)[CH3:67])[N:46]=1)[C:22]1[CH:21]=[CH:20][CH:25]=[CH:16][CH:23]=1. (2) Given the reactants C[O-].[Na+].Cl.[F:5][CH2:6][C:7]([NH2:9])=[NH:8].[C:10](OCC)(=[O:17])[CH2:11][C:12](OCC)=[O:13], predict the reaction product. The product is: [F:5][CH2:6][C:7]1[N:9]=[C:12]([OH:13])[CH:11]=[C:10]([OH:17])[N:8]=1. (3) Given the reactants [C:1](Cl)(Cl)=[S:2].[NH:5]1[CH:9]=[CH:8][N:7]=[CH:6]1.[Br:10][C:11]1[CH:16]=[CH:15][CH:14]=[CH:13][C:12]=1[CH:17]([OH:22])[C:18]([F:21])([F:20])[F:19], predict the reaction product. The product is: [Br:10][C:11]1[CH:16]=[CH:15][CH:14]=[CH:13][C:12]=1[CH:17]([O:22][C:1]([N:5]1[CH:9]=[CH:8][N:7]=[CH:6]1)=[S:2])[C:18]([F:20])([F:21])[F:19]. (4) Given the reactants [Cl:1][C:2]1[CH:3]=[C:4]2[C:9]3=[C:10]([CH2:12][N:13](C(OCC4C=CC=CC=4)=O)[CH2:14][CH2:15][N:8]3[CH2:7][CH:6]3[CH2:26][CH2:27][CH2:28][CH2:29][CH2:30][CH:5]23)[CH:11]=1.FC(F)(F)S(O)(=O)=O.C1(OC)C=CC=CC=1.[OH-].[Na+], predict the reaction product. The product is: [ClH:1].[Cl:1][C:2]1[CH:3]=[C:4]2[C:9]3=[C:10]([CH2:12][NH:13][CH2:14][CH2:15][N:8]3[CH2:7][CH:6]3[CH2:26][CH2:27][CH2:28][CH2:29][CH2:30][CH:5]23)[CH:11]=1.